From a dataset of Catalyst prediction with 721,799 reactions and 888 catalyst types from USPTO. Predict which catalyst facilitates the given reaction. (1) Reactant: [CH:1](=O)[CH3:2].[CH3:4][O:5][C:6]1[CH:11]=[C:10]([CH:12]2[CH2:17][CH2:16][NH:15][CH2:14][CH2:13]2)[CH:9]=[CH:8][C:7]=1[NH:18][C:19]1[N:24]=[C:23]([CH2:25][CH2:26][C:27]2[CH:32]=[CH:31][CH:30]=[CH:29][C:28]=2[CH2:33][C:34]([NH2:36])=[O:35])[C:22]([C:37]([F:40])([F:39])[F:38])=[CH:21][N:20]=1.C(O[BH-](OC(=O)C)OC(=O)C)(=O)C.[Na+].CO.C(Cl)Cl. Product: [CH2:1]([N:15]1[CH2:16][CH2:17][CH:12]([C:10]2[CH:9]=[CH:8][C:7]([NH:18][C:19]3[N:24]=[C:23]([CH2:25][CH2:26][C:27]4[CH:32]=[CH:31][CH:30]=[CH:29][C:28]=4[CH2:33][C:34]([NH2:36])=[O:35])[C:22]([C:37]([F:38])([F:39])[F:40])=[CH:21][N:20]=3)=[C:6]([O:5][CH3:4])[CH:11]=2)[CH2:13][CH2:14]1)[CH3:2]. The catalyst class is: 125. (2) The catalyst class is: 1. Product: [CH3:11][C@@H:12]([OH:10])[CH2:13][C:2]1[O:3][CH:4]=[CH:5][CH:6]=1. Reactant: Br[C:2]1[O:3][CH:4]=[CH:5][CH:6]=1.[Mg].II.[O:10]1[C@H:12]([CH3:13])[CH2:11]1.[Cl-].[NH4+]. (3) Product: [N:1]1[CH:6]=[CH:5][CH:4]=[C:3]2[CH2:7][CH2:8][CH2:9][CH2:10][CH:11]([O:12][S:21]([CH3:20])(=[O:23])=[O:22])[C:2]=12. The catalyst class is: 2. Reactant: [N:1]1[CH:6]=[CH:5][CH:4]=[C:3]2[CH2:7][CH2:8][CH2:9][CH2:10][CH:11]([OH:12])[C:2]=12.C(N(CC)CC)C.[CH3:20][S:21](Cl)(=[O:23])=[O:22].O.